Dataset: Full USPTO retrosynthesis dataset with 1.9M reactions from patents (1976-2016). Task: Predict the reactants needed to synthesize the given product. (1) Given the product [Cl:42][CH2:41][CH2:40][O:28][C:23]1[CH:24]=[CH:25][CH:26]=[CH:27][C:22]=1[C:19]([NH:18][C:14]1[C:13](=[O:29])[N:12]([C:10]2[CH:11]=[C:6]([CH:7]=[C:8]([F:31])[C:9]=2[CH3:30])[C:5]([NH:4][CH:1]2[CH2:2][CH2:3]2)=[O:32])[CH:17]=[CH:16][N:15]=1)([CH3:20])[CH3:21], predict the reactants needed to synthesize it. The reactants are: [CH:1]1([NH:4][C:5](=[O:32])[C:6]2[CH:11]=[C:10]([N:12]3[CH:17]=[CH:16][N:15]=[C:14]([NH:18][C:19]([C:22]4[CH:27]=[CH:26][CH:25]=[CH:24][C:23]=4[OH:28])([CH3:21])[CH3:20])[C:13]3=[O:29])[C:9]([CH3:30])=[C:8]([F:31])[CH:7]=2)[CH2:3][CH2:2]1.C(=O)([O-])[O-].[K+].[K+].Br[CH2:40][CH2:41][Cl:42]. (2) Given the product [Cl:1][C:2]1[N:3]=[C:4]2[CH:12]=[C:11]([C:13]([F:16])([F:15])[F:14])[CH:10]=[N:9][C:5]2=[N:6][C:7]=1[N:18]1[CH2:21][CH:20]([N:22]([CH3:30])[C:23](=[O:29])[O:24][C:25]([CH3:26])([CH3:27])[CH3:28])[CH2:19]1, predict the reactants needed to synthesize it. The reactants are: [Cl:1][C:2]1[N:3]=[C:4]2[CH:12]=[C:11]([C:13]([F:16])([F:15])[F:14])[CH:10]=[N:9][C:5]2=[N:6][C:7]=1Cl.Cl.[NH:18]1[CH2:21][CH:20]([N:22]([CH3:30])[C:23](=[O:29])[O:24][C:25]([CH3:28])([CH3:27])[CH3:26])[CH2:19]1.[NH4+].[Cl-].